From a dataset of Reaction yield outcomes from USPTO patents with 853,638 reactions. Predict the reaction yield, written as a fraction of the theoretical maximum amount of product (1.0 means a 100% yield; for example, 0.34 means a 34% yield). (1) The reactants are [CH3:1][CH:2]1[CH2:6][CH2:5][CH2:4][N:3]1[C:7]1[N:12]=[C:11]([NH:13][C:14]2[C:15]3[N:16]([N:30]=[CH:31][N:32]=3)[CH:17]=[C:18]([C:20]3[CH:21]=[C:22]([CH:27]=[CH:28][CH:29]=3)[C:23]([O:25]C)=[O:24])[CH:19]=2)[CH:10]=[CH:9][CH:8]=1.[OH-].[Na+].Cl. The catalyst is CO.C1COCC1.O. The product is [CH3:1][CH:2]1[CH2:6][CH2:5][CH2:4][N:3]1[C:7]1[N:12]=[C:11]([NH:13][C:14]2[C:15]3[N:16]([N:30]=[CH:31][N:32]=3)[CH:17]=[C:18]([C:20]3[CH:21]=[C:22]([CH:27]=[CH:28][CH:29]=3)[C:23]([OH:25])=[O:24])[CH:19]=2)[CH:10]=[CH:9][CH:8]=1. The yield is 0.576. (2) The reactants are [N+:1]([C:4]1[CH:9]=[CH:8][C:7]([C:10]2[S:11][C:12]3[CH:17]=[CH:16][N:15]=[CH:14][C:13]=3[N:18]=2)=[CH:6][CH:5]=1)([O-])=O.[NH4+].[Cl-]. The catalyst is CO.O.[Fe]. The product is [S:11]1[C:12]2[CH:17]=[CH:16][N:15]=[CH:14][C:13]=2[N:18]=[C:10]1[C:7]1[CH:6]=[CH:5][C:4]([NH2:1])=[CH:9][CH:8]=1. The yield is 0.600. (3) The reactants are [CH3:1][O:2][C:3]1[CH:4]=[C:5]([CH2:9][CH2:10][C:11]2[CH:12]=[C:13]([NH:16][C:17]([C:19]3[CH:20]=[CH:21][C:22]([C:25]([OH:27])=[O:26])=[N:23][CH:24]=3)=[O:18])[NH:14][N:15]=2)[CH:6]=[CH:7][CH:8]=1.S(Cl)(Cl)=O.[CH2:32](OCC)C. The catalyst is CO.C(Cl)Cl. The product is [CH3:1][O:2][C:3]1[CH:4]=[C:5]([CH2:9][CH2:10][C:11]2[CH:12]=[C:13]([NH:16][C:17]([C:19]3[CH:20]=[CH:21][C:22]([C:25]([O:27][CH3:32])=[O:26])=[N:23][CH:24]=3)=[O:18])[NH:14][N:15]=2)[CH:6]=[CH:7][CH:8]=1. The yield is 0.470.